This data is from Peptide-MHC class II binding affinity with 134,281 pairs from IEDB. The task is: Regression. Given a peptide amino acid sequence and an MHC pseudo amino acid sequence, predict their binding affinity value. This is MHC class II binding data. (1) The peptide sequence is SAAQRRGRIGRNPNR. The MHC is HLA-DQA10201-DQB10303 with pseudo-sequence HLA-DQA10201-DQB10303. The binding affinity (normalized) is 0. (2) The peptide sequence is HGSEEWEPLTKKGNVWEVKS. The binding affinity (normalized) is 0.202. The MHC is DRB1_1302 with pseudo-sequence DRB1_1302. (3) The peptide sequence is LAGDAAGAWRTAAVE. The MHC is HLA-DQA10301-DQB10302 with pseudo-sequence HLA-DQA10301-DQB10302. The binding affinity (normalized) is 0.343. (4) The peptide sequence is SEQGEFKLLSEEKVP. The MHC is HLA-DQA10303-DQB10402 with pseudo-sequence HLA-DQA10303-DQB10402. The binding affinity (normalized) is 0. (5) The peptide sequence is AAATAGTTVYGAFAP. The MHC is HLA-DPA10103-DPB10401 with pseudo-sequence HLA-DPA10103-DPB10401. The binding affinity (normalized) is 0.0559. (6) The peptide sequence is GRIQDLEKYVEDTKI. The MHC is DRB1_1101 with pseudo-sequence DRB1_1101. The binding affinity (normalized) is 0.231.